Predict which catalyst facilitates the given reaction. From a dataset of Catalyst prediction with 721,799 reactions and 888 catalyst types from USPTO. Reactant: [C:1]1([CH2:7][CH2:8][CH2:9][CH:10]([NH:20][C:21](=[O:46])[C@H:22]([CH2:39][C:40]2[CH:41]=[N:42][CH:43]=[CH:44][CH:45]=2)[NH:23][C:24]([CH:26]2[CH2:31][CH2:30][N:29](C(OC(C)(C)C)=O)[CH2:28][CH2:27]2)=[O:25])[CH2:11][CH2:12][CH2:13][C:14]2[CH:19]=[CH:18][CH:17]=[CH:16][CH:15]=2)[CH:6]=[CH:5][CH:4]=[CH:3][CH:2]=1.FC(F)(F)C(O)=O. Product: [C:14]1([CH2:13][CH2:12][CH2:11][CH:10]([NH:20][C:21](=[O:46])[C@H:22]([CH2:39][C:40]2[CH:41]=[N:42][CH:43]=[CH:44][CH:45]=2)[NH:23][C:24]([CH:26]2[CH2:31][CH2:30][NH:29][CH2:28][CH2:27]2)=[O:25])[CH2:9][CH2:8][CH2:7][C:1]2[CH:6]=[CH:5][CH:4]=[CH:3][CH:2]=2)[CH:15]=[CH:16][CH:17]=[CH:18][CH:19]=1. The catalyst class is: 2.